Predict the product of the given reaction. From a dataset of Forward reaction prediction with 1.9M reactions from USPTO patents (1976-2016). (1) Given the reactants N[C@H:2](C)C(C1C=CC=CC=1)(C1C=CC=CC=1)O.[OH:18][C:19]1[CH:31]=[CH:30][C:22]2[C@@H:23]([CH2:26][C:27]([OH:29])=[O:28])[CH2:24][O:25][C:21]=2[CH:20]=1.S(=O)(=O)(O)O, predict the reaction product. The product is: [OH:18][C:19]1[CH:31]=[CH:30][C:22]2[C@@H:23]([CH2:26][C:27]([O:29][CH3:2])=[O:28])[CH2:24][O:25][C:21]=2[CH:20]=1. (2) The product is: [C:1]([NH:4][C:5]([CH2:26][CH2:27][CH2:28][N:32]1[CH2:36][CH2:35][CH2:34][CH2:33]1)([CH2:13][CH2:14][CH2:15][CH2:16][B:17]1[O:21][C:20]([CH3:23])([CH3:22])[C:19]([CH3:25])([CH3:24])[O:18]1)[C:6]([NH:8][C:9]([CH3:12])([CH3:11])[CH3:10])=[O:7])(=[O:3])[CH3:2]. Given the reactants [C:1]([NH:4][C:5]([CH2:26][CH2:27][CH2:28]Cl)([CH2:13][CH2:14][CH2:15][CH2:16][B:17]1[O:21][C:20]([CH3:23])([CH3:22])[C:19]([CH3:25])([CH3:24])[O:18]1)[C:6]([NH:8][C:9]([CH3:12])([CH3:11])[CH3:10])=[O:7])(=[O:3])[CH3:2].[Na+].[I-].[NH:32]1[CH2:36][CH2:35][CH2:34][CH2:33]1, predict the reaction product.